Dataset: Full USPTO retrosynthesis dataset with 1.9M reactions from patents (1976-2016). Task: Predict the reactants needed to synthesize the given product. (1) Given the product [C:8]1([CH2:7][CH2:6][CH2:5][CH2:4][CH2:3][CH2:2][P:14](=[O:15])([OH:21])[OH:18])[CH:13]=[CH:12][CH:11]=[CH:10][CH:9]=1, predict the reactants needed to synthesize it. The reactants are: Br[CH2:2][CH2:3][CH2:4][CH2:5][CH2:6][CH2:7][C:8]1[CH:13]=[CH:12][CH:11]=[CH:10][CH:9]=1.[P:14]([O:21]CC)([O:18]CC)[O:15]CC.[Br-]. (2) Given the product [ClH:16].[Cl:16][CH2:12][N:9]1[CH:10]=[CH:11][C:7]([C:1]2[CH:6]=[CH:5][CH:4]=[CH:3][CH:2]=2)=[N:8]1, predict the reactants needed to synthesize it. The reactants are: [C:1]1([C:7]2[CH:11]=[CH:10][N:9]([CH2:12]O)[N:8]=2)[CH:6]=[CH:5][CH:4]=[CH:3][CH:2]=1.S(Cl)([Cl:16])=O.